The task is: Predict the reactants needed to synthesize the given product.. This data is from Full USPTO retrosynthesis dataset with 1.9M reactions from patents (1976-2016). (1) The reactants are: Cl[C:2]1[C:12]([C:13]#[N:14])=[CH:11][C:5]([C:6]([O:8][CH2:9][CH3:10])=[O:7])=[C:4]([CH3:15])[N:3]=1.[NH:16]1[CH2:21][CH2:20][NH:19][CH2:18][CH2:17]1.C(N(CC)CC)C. Given the product [C:13]([C:12]1[C:2]([N:16]2[CH2:21][CH2:20][NH:19][CH2:18][CH2:17]2)=[N:3][C:4]([CH3:15])=[C:5]([CH:11]=1)[C:6]([O:8][CH2:9][CH3:10])=[O:7])#[N:14], predict the reactants needed to synthesize it. (2) The reactants are: [NH2:1][C:2]1[CH:3]=[C:4]2[C:9](=[CH:10][CH:11]=1)[N:8]=[CH:7][C:6]([C:12]#[N:13])=[C:5]2[NH:14][C:15]1[CH:20]=[CH:19][C:18]([F:21])=[C:17]([Cl:22])[CH:16]=1.[CH3:23][N:24]1[CH2:29][CH2:28][N:27]([S:30]([C:33]2[CH:40]=[CH:39][C:36]([CH:37]=O)=[CH:35][CH:34]=2)(=[O:32])=[O:31])[CH2:26][CH2:25]1.[BH3-]C#N.[Na+]. Given the product [CH3:23][N:24]1[CH2:29][CH2:28][N:27]([S:30]([C:33]2[CH:40]=[CH:39][C:36]([CH2:37][NH:1][C:2]3[CH:3]=[C:4]4[C:9](=[CH:10][CH:11]=3)[N:8]=[CH:7][C:6]([C:12]#[N:13])=[C:5]4[NH:14][C:15]3[CH:20]=[CH:19][C:18]([F:21])=[C:17]([Cl:22])[CH:16]=3)=[CH:35][CH:34]=2)(=[O:32])=[O:31])[CH2:26][CH2:25]1, predict the reactants needed to synthesize it.